Dataset: Forward reaction prediction with 1.9M reactions from USPTO patents (1976-2016). Task: Predict the product of the given reaction. (1) Given the reactants [C:1]([OH:7])([C:3]([F:6])([F:5])[F:4])=[O:2].C(OC([NH:15][CH2:16][C:17]1[CH:49]=[CH:48][C:47]([Cl:50])=[CH:46][C:18]=1[CH2:19][NH:20][C:21]([C@@H:23]1[CH2:27][CH2:26][CH2:25][N:24]1[C:28]([C:30]1[N:31](C(OC(C)(C)C)=O)[CH:32]=[C:33]([C:35]([F:38])([F:37])[F:36])[CH:34]=1)=[O:29])=[O:22])=O)(C)(C)C, predict the reaction product. The product is: [NH2:15][CH2:16][C:17]1[CH:49]=[CH:48][C:47]([Cl:50])=[CH:46][C:18]=1[CH2:19][NH:20][C:21]([C@@H:23]1[CH2:27][CH2:26][CH2:25][N:24]1[C:28]([C:30]1[NH:31][CH:32]=[C:33]([C:35]([F:37])([F:38])[F:36])[CH:34]=1)=[O:29])=[O:22].[F:4][C:3]([F:6])([F:5])[C:1]([O-:7])=[O:2]. (2) Given the reactants [C:1]1([S:7]([N:10]2[C:14]3=[CH:15][N:16]=[CH:17][C:18](Br)=[C:13]3[CH:12]=[CH:11]2)(=[O:9])=[O:8])[CH:6]=[CH:5][CH:4]=[CH:3][CH:2]=1.C(OCC)C.C([Li])CCC.[CH2:30]([Sn:34](Cl)([CH2:39][CH2:40][CH2:41][CH3:42])[CH2:35][CH2:36][CH2:37][CH3:38])[CH2:31][CH2:32][CH3:33], predict the reaction product. The product is: [C:1]1([S:7]([N:10]2[C:14]3=[CH:15][N:16]=[CH:17][C:18]([Sn:34]([CH2:35][CH2:36][CH2:37][CH3:38])([CH2:39][CH2:40][CH2:41][CH3:42])[CH2:30][CH2:31][CH2:32][CH3:33])=[C:13]3[CH:12]=[CH:11]2)(=[O:9])=[O:8])[CH:6]=[CH:5][CH:4]=[CH:3][CH:2]=1. (3) The product is: [CH2:1]([N:3]([CH2:33][C:32]1[CH:35]=[CH:36][C:37]([O:38][CH:39]2[CH2:44][CH2:43][N:42]([CH3:45])[CH2:41][CH2:40]2)=[C:30]([F:29])[CH:31]=1)[C:4]1[CH:9]=[C:8]([O:10][CH3:11])[CH:7]=[CH:6][C:5]=1[C@@H:12]1[CH2:21][CH2:20][C:15]2[CH:16]=[C:17]([OH:22])[CH:18]=[CH:19][C:14]=2[CH2:13]1)[CH3:2]. Given the reactants [CH2:1]([NH:3][C:4]1[CH:9]=[C:8]([O:10][CH3:11])[CH:7]=[CH:6][C:5]=1[C@@H:12]1[CH2:21][CH2:20][C:19]2[CH:18]=[C:17]([O:22]C(=O)C(C)(C)C)[CH:16]=[CH:15][C:14]=2[CH2:13]1)[CH3:2].[F:29][C:30]1[CH:31]=[C:32]([CH:35]=[CH:36][C:37]=1[O:38][CH:39]1[CH2:44][CH2:43][N:42]([CH3:45])[CH2:41][CH2:40]1)[CH:33]=O, predict the reaction product. (4) Given the reactants Cl.N[OH:3].[C:4]([O:7]C(=O)C)(=[O:6])C.O.[N:12]1[CH:17]=[CH:16][CH:15]=[CH:14][CH:13]=1, predict the reaction product. The product is: [C:17]([C:16]1[O:3][C:13]([C:4]([OH:7])=[O:6])=[CH:14][CH:15]=1)#[N:12].